From a dataset of Reaction yield outcomes from USPTO patents with 853,638 reactions. Predict the reaction yield, written as a fraction of the theoretical maximum amount of product (1.0 means a 100% yield; for example, 0.34 means a 34% yield). (1) The reactants are [C:1]1([C:7]2[O:11][C:10]([CH2:12][CH2:13][C:14]([O:16]C)=[O:15])=[N:9][N:8]=2)[CH:6]=[CH:5][CH:4]=[CH:3][CH:2]=1. The catalyst is [OH-].[Na+].CO. The product is [C:1]1([C:7]2[O:11][C:10]([CH2:12][CH2:13][C:14]([OH:16])=[O:15])=[N:9][N:8]=2)[CH:2]=[CH:3][CH:4]=[CH:5][CH:6]=1. The yield is 0.830. (2) The catalyst is C1COCC1. The reactants are [H-].[Na+].[CH2:3]([O:10][CH2:11][C:12]([CH3:15])([OH:14])[CH3:13])[C:4]1[CH:9]=[CH:8][CH:7]=[CH:6][CH:5]=1.Br[CH2:17][C:18]#[CH:19]. The product is [CH3:13][C:12]([O:14][CH2:19][C:18]#[CH:17])([CH3:15])[CH2:11][O:10][CH2:3][C:4]1[CH:9]=[CH:8][CH:7]=[CH:6][CH:5]=1. The yield is 0.860. (3) The yield is 0.780. The reactants are [C:1]([C:3]1[CH:4]=[C:5]([N+:14]([O-])=O)[C:6]([OH:13])=[C:7]([CH:12]=1)[C:8]([O:10][CH3:11])=[O:9])#[N:2].CO. The product is [NH2:14][C:5]1[C:6]([OH:13])=[C:7]([CH:12]=[C:3]([C:1]#[N:2])[CH:4]=1)[C:8]([O:10][CH3:11])=[O:9]. The catalyst is [Pd].O1CCCC1. (4) The reactants are [NH2:1][C:2]1[CH:3]=[C:4]([C:8]2([CH2:23][CH3:24])[CH:13]3[CH:9]2[C:10](=[O:22])[N:11]([CH2:15][C:16]2[CH:21]=[CH:20][CH:19]=[CH:18][CH:17]=2)[C:12]3=[O:14])[CH:5]=[CH:6][CH:7]=1.N1C=CC=CC=1.[CH3:31][S:32](Cl)(=[O:34])=[O:33]. The catalyst is ClCCl. The product is [CH2:15]([N:11]1[C:12](=[O:14])[CH:13]2[CH:9]([C:8]2([C:4]2[CH:3]=[C:2]([NH:1][S:32]([CH3:31])(=[O:34])=[O:33])[CH:7]=[CH:6][CH:5]=2)[CH2:23][CH3:24])[C:10]1=[O:22])[C:16]1[CH:17]=[CH:18][CH:19]=[CH:20][CH:21]=1. The yield is 0.980.